Task: Predict the reaction yield, written as a fraction of the theoretical maximum amount of product (1.0 means a 100% yield; for example, 0.34 means a 34% yield).. Dataset: Reaction yield outcomes from USPTO patents with 853,638 reactions (1) The reactants are Cl[C:2]1[N:7]=[C:6](Cl)[N:5]=[C:4]([NH:9][C:10]2[C:15]([Br:16])=[CH:14][C:13]([CH3:17])=[CH:12][C:11]=2[Br:18])[N:3]=1.[NH2:19][C:20]1[CH:27]=[CH:26][C:23]([C:24]#[N:25])=[CH:22][CH:21]=1.C([N:31](CC)C(C)C)(C)C.[OH-].[Na+]. The catalyst is O1CCOCC1.C(OCC)(=O)C. The product is [NH2:31][C:6]1[N:5]=[C:4]([NH:9][C:10]2[C:15]([Br:16])=[CH:14][C:13]([CH3:17])=[CH:12][C:11]=2[Br:18])[N:3]=[C:2]([NH:19][C:20]2[CH:27]=[CH:26][C:23]([C:24]#[N:25])=[CH:22][CH:21]=2)[N:7]=1. The yield is 0.0800. (2) The reactants are Cl[C:2]1[N:3]=[N:4][C:5]([C:14]2[CH:19]=[CH:18][CH:17]=[CH:16][CH:15]=2)=[CH:6][C:7]=1[C:8]1[CH:13]=[CH:12][CH:11]=[CH:10][CH:9]=1.[N:20]1[CH:25]=[CH:24][CH:23]=[N:22][C:21]=1[N:26]1[CH2:31][CH2:30][NH:29][CH2:28][CH2:27]1. No catalyst specified. The product is [C:8]1([C:7]2[CH:6]=[C:5]([C:14]3[CH:19]=[CH:18][CH:17]=[CH:16][CH:15]=3)[N:4]=[N:3][C:2]=2[N:29]2[CH2:30][CH2:31][N:26]([C:21]3[N:20]=[CH:25][CH:24]=[CH:23][N:22]=3)[CH2:27][CH2:28]2)[CH:13]=[CH:12][CH:11]=[CH:10][CH:9]=1. The yield is 0.811. (3) The reactants are C([O:3][C:4](=O)[CH:5]([NH:26]C1C=C2C(=CC=1)NN=C2)[CH2:6][C:7](=[O:25])[N:8]1[CH2:13][CH2:12][CH:11]([N:14]2[CH2:23][C:22]3[C:17](=[CH:18][CH:19]=[CH:20][CH:21]=3)[NH:16][C:15]2=[O:24])[CH2:10][CH2:9]1)C.[N:43]1([N:43]2[CH2:48][CH2:47][CH2:46][CH2:45][CH2:44]2)[CH2:48][CH2:47][CH2:46][CH2:45][CH2:44]1.CCOP(ON1[N:68]=[N:67][C:62]2[CH:63]=[CH:64][CH:65]=[CH:66][C:61]=2[C:59]1=O)(OCC)=O. The catalyst is CN(C)C=O.C(N(CC)CC)C. The product is [N:8]1([CH:46]2[CH2:45][CH2:44][N:43]([C:4](=[O:3])[CH:5]([NH:26][C:65]3[CH:66]=[C:61]4[C:62](=[CH:63][CH:64]=3)[NH:67][N:68]=[CH:59]4)[CH2:6][C:7]([N:8]3[CH2:9][CH2:10][CH:11]([N:14]4[CH2:23][C:22]5[C:17](=[CH:18][CH:19]=[CH:20][CH:21]=5)[NH:16][C:15]4=[O:24])[CH2:12][CH2:13]3)=[O:25])[CH2:48][CH2:47]2)[CH2:13][CH2:12][CH2:11][CH2:10][CH2:9]1. The yield is 0.260. (4) The reactants are Cl[C:2]1[CH:3]=[C:4]([C:8]2[CH:13]=[CH:12][CH:11]=[CH:10][N:9]=2)[CH:5]=[CH:6][CH:7]=1.[N:14]1([C:19]2[CH:20]=[C:21]([NH:25][C:26]3[CH:31]=[CH:30][CH:29]=[CH:28][CH:27]=3)[CH:22]=[CH:23][CH:24]=2)[CH:18]=[CH:17][CH:16]=[N:15]1.CC(C)([O-])C.[Na+].C(P(C(C)(C)C)C1(C)CC1(C1C=CC=CC=1)C1C=CC=CC=1)(C)(C)C.[Cl-].[NH4+]. The catalyst is C1(C)C(C)=CC=CC=1. The product is [N:14]1([C:19]2[CH:20]=[C:21]([N:25]([C:2]3[CH:7]=[CH:6][CH:5]=[C:4]([C:8]4[CH:13]=[CH:12][CH:11]=[CH:10][N:9]=4)[CH:3]=3)[C:26]3[CH:27]=[CH:28][CH:29]=[CH:30][CH:31]=3)[CH:22]=[CH:23][CH:24]=2)[CH:18]=[CH:17][CH:16]=[N:15]1. The yield is 0.999. (5) The reactants are I[C:2]1[C:3]([C:9]2[N:10]([CH:15]([CH3:17])[CH3:16])[C:11]([CH3:14])=[N:12][CH:13]=2)=[N:4][C:5]([NH2:8])=[N:6][CH:7]=1.[C:18]([Cu])#[N:19].[OH-].[Na+]. The catalyst is N1C=CC=CC=1.C(Cl)Cl.C(#N)C. The product is [NH2:8][C:5]1[N:4]=[C:3]([C:9]2[N:10]([CH:15]([CH3:17])[CH3:16])[C:11]([CH3:14])=[N:12][CH:13]=2)[C:2]([C:18]#[N:19])=[CH:7][N:6]=1. The yield is 0.520. (6) The reactants are [CH2:1]([C:3]([C:12]1[CH:17]=[CH:16][C:15](OS(C(F)(F)F)(=O)=O)=[C:14](C)[CH:13]=1)([C:6]1[S:7][CH:8]=[C:9]([CH3:11])[CH:10]=1)[CH2:4][CH3:5])[CH3:2].C(N([CH2:32][CH3:33])CC)C.[CH3:34][OH:35].[C]=[O:37]. The catalyst is CC([O-])=O.CC([O-])=O.[Pd+2].C1C=CC(P(C2C=CC=CC=2)[C-]2C=CC=C2)=CC=1.C1C=CC(P(C2C=CC=CC=2)[C-]2C=CC=C2)=CC=1.[Fe+2].CN(C)C=O. The product is [CH3:34][O:35][C:14](=[O:37])[C:15]1[CH:16]=[CH:17][C:12]([C:3]([CH2:4][CH3:5])([C:6]2[S:7][CH:8]=[C:9]([CH3:11])[CH:10]=2)[CH2:1][CH3:2])=[CH:13][C:32]=1[CH3:33]. The yield is 0.730. (7) The yield is 0.430. The reactants are F[C:2]1[CH:11]=[C:10]2[C:5]([C:6](=[O:12])[NH:7][CH:8]=[N:9]2)=[CH:4][CH:3]=1.[CH3:13][N:14]1[CH2:20][CH2:19][CH2:18][NH:17][CH2:16][CH2:15]1. No catalyst specified. The product is [CH3:13][N:14]1[CH2:20][CH2:19][CH2:18][N:17]([C:2]2[CH:11]=[C:10]3[C:5]([C:6](=[O:12])[NH:7][CH:8]=[N:9]3)=[CH:4][CH:3]=2)[CH2:16][CH2:15]1. (8) The reactants are [F:1][C:2]1[CH:3]=[CH:4][C:5]([O:20][CH2:21][CH2:22][CH3:23])=[C:6]([NH:8][CH:9]=[C:10]2[C:15](=[O:16])OC(C)(C)OC2=O)[CH:7]=1.C1(OC2C=CC=CC=2)C=CC=CC=1.C(OCC)(=O)C. The catalyst is CCCCCC. The product is [F:1][C:2]1[CH:3]=[CH:4][C:5]([O:20][CH2:21][CH2:22][CH3:23])=[C:6]2[C:7]=1[C:15](=[O:16])[CH:10]=[CH:9][NH:8]2. The yield is 0.610. (9) The reactants are [CH:1]([N:4]1[C:8]([C:9]2[N:18]=[C:17]3[N:11]([CH2:12][CH2:13][O:14][C:15]4[CH:22]=[CH:21][C:20]([S:23]([O-])(=[O:25])=[O:24])=[CH:19][C:16]=43)[CH:10]=2)=[N:7][CH:6]=[N:5]1)([CH3:3])[CH3:2].[Na+].C(Cl)(=O)C(Cl)=O.CN(C=O)C.[C:39]([N:43]1[CH2:48][CH2:47][NH:46][CH2:45][CH2:44]1)([CH3:42])([CH3:41])[CH3:40].CCN(CC)CC. The catalyst is C1COCC1.C(Cl)Cl. The product is [C:39]([N:43]1[CH2:48][CH2:47][N:46]([S:23]([C:20]2[CH:21]=[CH:22][C:15]3[O:14][CH2:13][CH2:12][N:11]4[CH:10]=[C:9]([C:8]5[N:4]([CH:1]([CH3:3])[CH3:2])[N:5]=[CH:6][N:7]=5)[N:18]=[C:17]4[C:16]=3[CH:19]=2)(=[O:24])=[O:25])[CH2:45][CH2:44]1)([CH3:42])([CH3:41])[CH3:40]. The yield is 0.220. (10) The reactants are [Br:1][C:2]1[CH:7]=[CH:6][C:5]([CH2:8][CH2:9][NH:10][CH3:11])=[C:4]([CH2:12][CH3:13])[CH:3]=1.[N:14]([C:17]1[CH:18]=[C:19]([CH:22]=[CH:23][CH:24]=1)[C:20]#[N:21])=[C:15]=[O:16]. The catalyst is C(Cl)Cl. The product is [Br:1][C:2]1[CH:7]=[CH:6][C:5]([CH2:8][CH2:9][N:10]([CH3:11])[C:15]([NH:14][C:17]2[CH:24]=[CH:23][CH:22]=[C:19]([C:20]#[N:21])[CH:18]=2)=[O:16])=[C:4]([CH2:12][CH3:13])[CH:3]=1. The yield is 0.630.